From a dataset of Catalyst prediction with 721,799 reactions and 888 catalyst types from USPTO. Predict which catalyst facilitates the given reaction. Reactant: [CH3:1][O:2][C:3]1[CH:4]=[C:5]([CH2:10][CH2:11][CH2:12][OH:13])[CH:6]=[CH:7][C:8]=1[OH:9].[CH3:14][CH:15]([CH3:25])[CH2:16][CH2:17][CH2:18][CH2:19][CH2:20][CH2:21][C:22](O)=[O:23]. Product: [CH3:14][CH:15]([CH3:25])[CH2:16][CH2:17][CH2:18][CH2:19][CH2:20][CH2:21][C:22]([O:13][CH2:12][CH2:11][CH2:10][C:5]1[CH:6]=[CH:7][C:8]([OH:9])=[C:3]([O:2][CH3:1])[CH:4]=1)=[O:23]. The catalyst class is: 81.